From a dataset of Drug-target binding data from BindingDB using IC50 measurements. Regression. Given a target protein amino acid sequence and a drug SMILES string, predict the binding affinity score between them. We predict pIC50 (pIC50 = -log10(IC50 in M); higher means more potent). Dataset: bindingdb_ic50. (1) The compound is O=c1[nH]c(Nc2ccc3c(c2)CCC3)nc(O)c1Cc1ccccc1. The target protein (P0C1P9) has sequence MTEQQKFKVLADQIKISNQLDAEILNSGELTRIDVSNKNRTWEFHITLPQFLAHEDYLLFINAIEQEFKDIANVTCRFTVTNGTNQDEHAIKYFGHCIDQTALSPKVKGQLKQKKLIMSGKVLKVMVSNDIERNHFDKACNGSLIKAFRNCGFDIDKIIFETNDNDQEQNLASLEAHIQEEDEQSARLATEKLEKMKAEKAKQQDNKQSAVDKCQIGKPIQIENIKPIESIIEEEFKVAIEGVIFDINLKELKSGRHIVEIKVTDYTDSLVLKMFTRKNKDDLEHFKALSVGKWVRAQGRIEEDTFIRDLVMMMSDIEEIKKATKKDKAEEKRVEFHLHTAMSQMDGIPNIGAYVKQAADWGHPAIAVTDHNVVQAFPDAHAAAEKHGIKMIYGMEGMLVDDGVPIAYKPQDVVLKDATYVVFDVETTGLSNQYDKIIELAAVKVHNGEIIDKFERFSNPHERLSETIINLTHITDDMLVDAPEIEEVLTEFKEWVGDAI.... The pIC50 is 4.4. (2) The drug is Nc1ncnc2c1C(=O)N(c1ccc([C@H]3CC[C@H](CC(=O)O)CC3)cc1)CCO2. The target protein sequence is MGDRGGAGSSRRRRTGSRVSVQGGSGPKVEEDEVREAAVSPDLGAGGDAPAPAPAPAHTRDKDRQTSVGDGHWELRCHRLQDSLFSSDSGFSNYRGILNWCVVMLILSNARLSLENLIKYGILVDPIQVVSLFLKDPYSWPAPCLIIASNIFIVATFQIEKRLSVGALTEQMGLLLHVVNLATIICFPAAVALLVESITPVGSLFALASYSIIFLKLSSYRDVNLWCRQRRVKAKAVSAGKKVSGAAAQNTVSYPDNLTYRDLYYFIFAPTLCYELNFPRSPRIRKRFLLRRVLEMLFFTQLQVGLIQQWMVPTIQNSMKPFKDMDYSRIIERLLKLAVPNHLIWLIFFYWLFHSCLNAVAELLQFGDREFYRDWWNAESVTYFWQNWNIPVHKWCIRHFYKPMLRLGSNKWMARTGVFWASAFFHEYLVSIPLRMFRLWAFTAMMAQVPLAWIVNRFFQGNYGNAAVWVTLIIGQPVAVLMYVHDYYVLNYDAPVGA. The pIC50 is 7.2. (3) The small molecule is COc1ccc2ccc(=O)oc2c1. The target protein (O14980) has sequence MPAIMTMLADHAARQLLDFSQKLDINLLDNVVNCLYHGEGAQQRMAQEVLTHLKEHPDAWTRVDTILEFSQNMNTKYYGLQILENVIKTRWKILPRNQCEGIKKYVVGLIIKTSSDPTCVEKEKVYIGKLNMILVQILKQEWPKHWPTFISDIVGASRTSESLCQNNMVILKLLSEEVFDFSSGQITQVKSKHLKDSMCNEFSQIFQLCQFVMENSQNAPLVHATLETLLRFLNWIPLGYIFETKLISTLIYKFLNVPMFRNVSLKCLTEIAGVSVSQYEEQFVTLFTLTMMQLKQMLPLNTNIRLAYSNGKDDEQNFIQNLSLFLCTFLKEHDQLIEKRLNLRETLMEALHYMLLVSEVEETEIFKICLEYWNHLAAELYRESPFSTSASPLLSGSQHFDVPPRRQLYLPMLFKVRLLMVSRMAKPEEVLVVENDQGEVVREFMKDTDSINLYKNMRETLVYLTHLDYVDTERIMTEKLHNQVNGTEWSWKNLNTLCWA.... The pIC50 is 4.6. (4) The drug is Clc1nnc(NCCCn2ccnc2)c2cc3ccccc3cc12. The target protein (P00441) has sequence MATKAVCVLKGDGPVQGIINFEQKESNGPVKVWGSIKGLTEGLHGFHVHEFGDNTAGCTSAGPHFNPLSRKHGGPKDEERHVGDLGNVTADKDGVADVSIEDSVISLSGDHCIIGRTLVVHEKADDLGKGGNEESTKTGNAGSRLACGVIGIAQ. The pIC50 is 3.9. (5) The drug is C[N+](C)(CC#CCOC1=NOCC1)CCCCCCCC[N+](C)(C)CCCN1C(=O)c2cccc3cccc(c23)C1=O. The target protein (P09660) has sequence MTMALLGTLLLLALFGRSQGKNEELSLYHHLFDNYDPECRPVRRPEDTVTITLKVTLTNLISLNEKEETLTTSVWIGIEWQDYRLNFSKDDFAGVEILRVPSEHVWLPEIVLENNIDGQFGVAYDCNVLVYEGGSVSWLPPAIYRSTCAVEVTYFPFDWQNCSLIFRSQTYNAEEVELIFAVDDDGNAINKIDIDTAAFTENGEWAIDYCPGMIRHYEGGSTEDPGETDVIYTLIIRRKPLFYVINIIVPCVLISGLVLLAYFLPAQAGGQKCTVSINVLLAQTVFLFLIAQKIPETSLSVPLLGRYLIFVMVVATLIVMNCVIVLNVSLRTPTTHATSPRLRQILLELLPRLLGLSPPPEDPGAASPARRASSVGILLRAEELILKKPRSELVFEGQRHRHGTWTAAALCQNLGAAAPEVRCCVDAVNFVAESTRDQEATGEELSDWVRMGKALDNVCFWAALVLFSVGSTLIFLGGYFNQVPDLPYPPCIQP. The pIC50 is 5.0. (6) The small molecule is O=C(O)c1ccncc1Nc1nn(CCN2CCC(F)(F)CC2)c2ccc(F)cc12. The target protein sequence is MEPGSDDFLPPPECPVFEPSWAEFRDPLGYIAKIRPIAEKSGICKIRPPADWQPPFAVEVDNFRFTPRIQRLNELEAQTRVKLNYLDQIAKFWEIQGSSLKIPNVERRILDLYSLSKIVVEEGGYEAICKDRRWARVAQRLNYPPGKNIGSLLRSHYERIVYPYEMYQSGANLVQCNTRPFDNEEKDKEYKPHSIPLRQSVQPSKFNSYGRRAKRLQPDPEPTEEDIEKNPELKKLQIYGAGPKMMGLGLMAKDKTLRKKDKEGPECPPTVVVKEELGGDVKVESTSPKTFLESKEELSHSPEPCTKMTMRLRRNHSNAQFIESYVCRMCSRGDEDDKLLLCDGCDDNYHIFCLLPPLPEIPKGVWRCPKCVMAECKRPPEAFGFEQATREYTLQSFGEMADSFKADYFNMPVHMVPTELVEKEFWRLVNSIEEDVTVEYGADIHSKEFGSGFPVSDSKRHLTPEEEEYATSGWNLNVMPVLEQSVLCHINADISGMKVP.... The pIC50 is 5.5. (7) The compound is CCCCCCOCC(C)=O. The target protein (Q29550) has sequence MWLLPLVLTSLASSATWAGQPASPPVVDTAQGRVLGKYVSLEGLAQPVAVFLGVPFAKPPLGSLRFAPPQPAEPWSFVKNTTSYPPMCCQDPVVEQMTSDLFTNGKERLTLEFSEDCLYLNIYTPADLTKRGRLPVMVWIHGGGLVLGGAPMYDGVVLAAHENVVVVAIQYRLGIWGFFSTGDEHSRGNWGHLDQVAALHWVQENIANFGGDPGSVTIFGESAGGESVSVLVLSPLAKNLFHRAISESGVALTVALVRKDMKAAAKQIAVLAGCKTTTSAVFVHCLRQKSEDELLDLTLKMKFLTLDFHGDQRESHPFLPTVVDGVLLPKMPEEILAEKDFNTVPYIVGINKQEFGWLLPTMMGFPLSEGKLDQKTATSLLWKSYPIANIPEELTPVATDKYLGGTDDPVKKKDLFLDLMGDVVFGVPSVTVARQHRDAGAPTYMYEFQYRPSFSSDKKPKTVIGDHGDEIFSVFGFPLLKGDAPEEEVSLSKTVMKFWA.... The pIC50 is 3.6. (8) The pIC50 is 4.5. The target protein (P06760) has sequence MSPRRSVCWFVLGQLLCSCAVALQGGMLFPKETPSRELKVLDGLWSFRADYSNNRLQGFEKQWYRQPLRESGPTLDMPVPSSFNDITQEAELRNFIGWVWYEREAVLPQRWTQDTDRRVVLRINSAHYYAVVWVNGIHVVEHEGGHLPFEADITKLVQSGPLTTFRVTIAINNTLTPYTLPPGTIVYKTDPSMYPKGYFVQDISFDFFNYAGLHRSVVLYTTPTTYIDDITVTTDVDRDVGLVNYWISVQGSDHFQLEVRLLDEDGKIVARGTGNEGQLKVPRAHLWWPYLMHEHPAYLYSLEVTMTTPESVSDFYTLPVGIRTVAVTKSKFLINGKPFYFQGVNKHEDSDIRGRGFDWPLLIKDFNLLRWLGANSFRTSHYPYSEEVLQLCDRYGIVVIDECPGVGIVLPQSFGNVSLRHHLEVMDELVRRDKNHPAVVMWSVANEPVSSLKPAGYYFKTLIAHTKALDPTRPVTFVSNTRYDADMGAPYVDVICVNSY.... The small molecule is C[C@](O)(CO)c1cc2c3c(ccc2o1)[C@@H]1COc2cc(O)ccc2[C@@H]1O3. (9) The small molecule is NC(=O)c1ncc(N2CCC[C@@H](NC(=O)c3ccccc3)C2)nc1Nc1ccc(C2CCN(C3CCCC3)CC2)cc1. The target protein sequence is MAAVILESIFLKRSQQKKKTSPLNFKKRLFLLTVHKLSYYEYDFERGRRGSKKGSIDVEKITCVETVVPEKNPPPERQIPRRGEESSEMEQISIIERFPYPFQVVYDEGPLYVFSPTEELRKRWIHQLKNVIRYNSDLVQKYHPCFWIDGQYLCCSQTAKNAMGCQILENRNGSLKPGSSHRKTKKPLPPTPEEDQILKKPLPPEPAAAPVSTSELKKVVALYDYMPMNANDLQLRKGDEYFILEESNLPWWRARDKNGQEGYIPSNYVTEAEDSIEMYEWYSKHMTRSQAEQLLKQEGKEGGFIVRDSSKAGKYTVSVFAKSTGDPQGVIRHYVVCSTPQSQYYLAEKHLFSTIPELINYHQHNSAGLISRLKYPVSQQNKNAPSTAGLGYGSWEIDPKDLTFLKELGTGQFGVVKYGKWRGQYDVAIKMIKEGSMSEDEFIEEAKVMMNLSHEKLVQLYGVCTKQRPIFIITEYMANGSLLNYLREMRHRFQTQQLLE.... The pIC50 is 8.0. (10) The drug is Cc1nc(N2CC[C@@H](O)C2)ccc1-c1cc(C(F)(F)F)cc2[nH]ncc12. The target protein (P11137) has sequence MADERKDEAKAPHWTSAPLTEASAHSHPPEIKDQGGAGEGLVRSANGFPYREDEEGAFGEHGSQGTYSNTKENGINGELTSADRETAEEVSARIVQVVTAEAVAVLKGEQEKEAQHKDQTAALPLAAEETANLPPSPPPSPASEQTVTVEEDLLTASKMEFHDQQELTPSTAEPSDQKEKESEKQSKPGEDLKHAALVSQPETTKTYPDKKDMQGTEEEKAPLALFGHTLVASLEDMKQKTEPSLVVPGIDLPKEPPTPKEQKDWFIEMPTEAKKDEWGLVAPISPGPLTPMREKDVFDDIPKWEGKQFDSPMPSPFQGGSFTLPLDVMKNEIVTETSPFAPAFLQPDDKKSLQQTSGPATAKDSFKIEEPHEAKPDKMAEAPPSEAMTLPKDAHIPVVEEHVMGKVLEEEKEAINQETVQQRDTFTPSGQEPILTEKETELKLEEKTTISDKEAVPKESKPPKPADEEIGIIQTSTEHTFSEQKDQEPTTDMLKQDSFP.... The pIC50 is 8.3.